From a dataset of Forward reaction prediction with 1.9M reactions from USPTO patents (1976-2016). Predict the product of the given reaction. (1) Given the reactants [CH3:1][C:2]1([C:7]2[O:11][C:10]([CH2:12][N:13]3[CH:17]=[CH:16][C:15]([NH2:18])=[N:14]3)=[CH:9][CH:8]=2)[O:6]CCO1.[C:19]1([CH3:30])[CH:24]=[CH:23][C:22](/[CH:25]=[CH:26]/[C:27](O)=[O:28])=[CH:21][CH:20]=1, predict the reaction product. The product is: [C:2]([C:7]1[O:11][C:10]([CH2:12][N:13]2[CH:17]=[CH:16][C:15]([NH:18][C:27](=[O:28])/[CH:26]=[CH:25]/[C:22]3[CH:23]=[CH:24][C:19]([CH3:30])=[CH:20][CH:21]=3)=[N:14]2)=[CH:9][CH:8]=1)(=[O:6])[CH3:1]. (2) Given the reactants Br[CH:2]1[CH2:7][CH2:6][CH2:5][N:4]([C:8]2[CH:9]=[N:10][N:11]([C:14]3[CH:19]=[CH:18][C:17]([F:20])=[CH:16][CH:15]=3)[C:12]=2[CH3:13])[C:3]1=[O:21].[Cl:22][C:23]1[C:24]([C:29]([F:32])([F:31])[F:30])=[N:25][NH:26][C:27]=1[CH3:28].C(=O)([O-])[O-].[K+].[K+], predict the reaction product. The product is: [Cl:22][C:23]1[C:24]([C:29]([F:31])([F:30])[F:32])=[N:25][N:26]([CH:2]2[CH2:7][CH2:6][CH2:5][N:4]([C:8]3[CH:9]=[N:10][N:11]([C:14]4[CH:19]=[CH:18][C:17]([F:20])=[CH:16][CH:15]=4)[C:12]=3[CH3:13])[C:3]2=[O:21])[C:27]=1[CH3:28]. (3) The product is: [CH3:1][O:2][C:3]1[CH:4]=[CH:5][C:6]([CH2:7][N:8]([CH2:30][C:31]2[CH:36]=[CH:35][C:34]([O:37][CH3:38])=[CH:33][CH:32]=2)[C:9]2[C:14]3[N:15]=[C:41]([OH:42])[N:16]([C@H:17]([C:19]4[CH:24]=[CH:23][CH:22]=[CH:21][CH:20]=4)[CH3:18])[C:13]=3[CH:12]=[C:11]([CH2:25][CH2:26][CH2:27][CH2:28][CH3:29])[N:10]=2)=[CH:39][CH:40]=1. Given the reactants [CH3:1][O:2][C:3]1[CH:40]=[CH:39][C:6]([CH2:7][N:8]([CH2:30][C:31]2[CH:36]=[CH:35][C:34]([O:37][CH3:38])=[CH:33][CH:32]=2)[C:9]2[C:14]([NH2:15])=[C:13]([NH:16][C@H:17]([C:19]3[CH:24]=[CH:23][CH:22]=[CH:21][CH:20]=3)[CH3:18])[CH:12]=[C:11]([CH2:25][CH2:26][CH2:27][CH2:28][CH3:29])[N:10]=2)=[CH:5][CH:4]=1.[C:41](C1NC=CN=1)(C1NC=CN=1)=[O:42].O.CO.C(Cl)Cl, predict the reaction product.